Predict which catalyst facilitates the given reaction. From a dataset of Catalyst prediction with 721,799 reactions and 888 catalyst types from USPTO. (1) Reactant: [F:1][C:2]([F:13])([F:12])[C@H:3]1[NH:8][CH2:7][C@@H:6]([C:9]([OH:11])=O)[CH2:5][CH2:4]1.[Li+].C[Si]([N-][Si](C)(C)C)(C)C.Cl[C:25]1[CH:30]=[C:29]([Cl:31])[N:28]=[C:27]([S:32][CH3:33])[N:26]=1.Cl.C1C=CC2N(O)N=NC=2C=1.C(Cl)CCl.CN1CCOCC1.[CH2:56]([NH2:63])[C:57]1[CH:62]=[CH:61][CH:60]=[CH:59][CH:58]=1. Product: [Cl:31][C:29]1[N:28]=[C:27]([S:32][CH3:33])[N:26]=[C:25]([N:8]2[C@H:3]([C:2]([F:1])([F:13])[F:12])[CH2:4][CH2:5][C@H:6]([C:9]([NH:63][CH2:56][C:57]3[CH:62]=[CH:61][CH:60]=[CH:59][CH:58]=3)=[O:11])[CH2:7]2)[CH:30]=1. The catalyst class is: 20. (2) Reactant: [NH2:1][C:2]1[CH:7]=[CH:6][C:5]([N+:8]([O-:10])=[O:9])=[CH:4][C:3]=1[OH:11].[Br:12]Br.O. Product: [NH2:1][C:2]1[C:7]([Br:12])=[CH:6][C:5]([N+:8]([O-:10])=[O:9])=[CH:4][C:3]=1[OH:11]. The catalyst class is: 2. (3) Reactant: C[O:2][C:3](=[O:25])[C:4]1[CH:9]=[C:8]([NH:10][C:11]2[C:20]3[C:15](=[CH:16][CH:17]=[CH:18][CH:19]=3)[C:14]([O:21]C)=[CH:13][CH:12]=2)[CH:7]=[CH:6][C:5]=1[O:23]C.B(Br)(Br)Br. Product: [OH:23][C:5]1[CH:6]=[CH:7][C:8]([NH:10][C:11]2[C:20]3[C:15](=[CH:16][CH:17]=[CH:18][CH:19]=3)[C:14]([OH:21])=[CH:13][CH:12]=2)=[CH:9][C:4]=1[C:3]([OH:25])=[O:2]. The catalyst class is: 4.